This data is from Forward reaction prediction with 1.9M reactions from USPTO patents (1976-2016). The task is: Predict the product of the given reaction. (1) The product is: [Br:6][C:7]1[C:15]2[C:10](=[CH:11][CH:12]=[C:13]([NH2:16])[CH:14]=2)[NH:9][N:8]=1. Given the reactants O.O.[Sn](Cl)Cl.[Br:6][C:7]1[C:15]2[C:10](=[CH:11][CH:12]=[C:13]([N+:16]([O-])=O)[CH:14]=2)[NH:9][N:8]=1.S([O-])(O)=O.[Na+], predict the reaction product. (2) Given the reactants [CH2:1]([C:5]1[CH:10]=[CH:9][C:8]([C:11]#[C:12][C:13]2[CH:33]=[CH:32][C:16]([CH2:17][NH:18][C:19]3[CH:31]=[CH:30][C:22]4[C:23](=[O:29])[O:24][C:25]([CH3:28])([CH3:27])[O:26][C:21]=4[CH:20]=3)=[CH:15][CH:14]=2)=[CH:7][CH:6]=1)[CH2:2][CH2:3][CH3:4].[H-].[Na+].Br[CH2:37][CH2:38][CH2:39][CH2:40][CH2:41][CH3:42], predict the reaction product. The product is: [CH2:1]([C:5]1[CH:6]=[CH:7][C:8]([C:11]#[C:12][C:13]2[CH:33]=[CH:32][C:16]([CH2:17][N:18]([CH2:37][CH2:38][CH2:39][CH2:40][CH2:41][CH3:42])[C:19]3[CH:31]=[CH:30][C:22]4[C:23](=[O:29])[O:24][C:25]([CH3:27])([CH3:28])[O:26][C:21]=4[CH:20]=3)=[CH:15][CH:14]=2)=[CH:9][CH:10]=1)[CH2:2][CH2:3][CH3:4]. (3) Given the reactants [C:1](Cl)(=[O:4])[CH:2]=[CH2:3].CN(C)CC[C:10]1[C:15]([NH:16][C:17]2[N:22]=[C:21]([C:23]3[C:31]4[C:26](=[CH:27][CH:28]=[CH:29][CH:30]=4)[N:25]([CH3:32])[CH:24]=3)[C:20]([CH3:33])=[CH:19][N:18]=2)=[C:14]([O:34][CH3:35])[CH:13]=[C:12]([NH:36][CH3:37])[C:11]=1[NH2:38].[CH3:40][CH2:41][N:42]([CH:46](C)C)[CH:43](C)C, predict the reaction product. The product is: [CH3:43][N:42]([CH3:46])[CH2:41][CH2:40][N:36]([CH3:37])[C:12]1[CH:13]=[C:14]([O:34][CH3:35])[C:15]([NH:16][C:17]2[N:22]=[C:21]([C:23]3[C:31]4[C:26](=[CH:27][CH:28]=[CH:29][CH:30]=4)[N:25]([CH3:32])[CH:24]=3)[C:20]([CH3:33])=[CH:19][N:18]=2)=[CH:10][C:11]=1[NH:38][C:1](=[O:4])[CH:2]=[CH2:3]. (4) Given the reactants [CH2:1]([O:3][C:4]1[CH:5]=[C:6]([CH2:13][CH2:14][C:15]([NH:17][CH3:18])=O)[CH:7]=[CH:8][C:9]=1[O:10][CH2:11][CH3:12])[CH3:2].[H-].[H-].[H-].[H-].[Li+].[Al+3].[OH-].[Na+], predict the reaction product. The product is: [CH2:1]([O:3][C:4]1[CH:5]=[C:6]([CH2:13][CH2:14][CH2:15][NH:17][CH3:18])[CH:7]=[CH:8][C:9]=1[O:10][CH2:11][CH3:12])[CH3:2]. (5) Given the reactants Cl[C:2]1[N:7]=[C:6]([C:8]2[N:12]3[CH:13]=[CH:14][CH:15]=[CH:16][C:11]3=[N:10][CH:9]=2)[C:5]([Cl:17])=[CH:4][N:3]=1.[NH2:18][C:19]1[CH:24]=[CH:23][C:22]([N:25]2[CH2:30][CH2:29][N:28]([C:31](=[O:33])[CH3:32])[CH2:27][CH2:26]2)=[CH:21][C:20]=1[O:34][CH3:35].C1(C)C=CC(S(O)(=O)=O)=CC=1.[OH-].[NH4+], predict the reaction product. The product is: [Cl:17][C:5]1[C:6]([C:8]2[N:12]3[CH:13]=[CH:14][CH:15]=[CH:16][C:11]3=[N:10][CH:9]=2)=[N:7][C:2]([NH:18][C:19]2[CH:24]=[CH:23][C:22]([N:25]3[CH2:30][CH2:29][N:28]([C:31](=[O:33])[CH3:32])[CH2:27][CH2:26]3)=[CH:21][C:20]=2[O:34][CH3:35])=[N:3][CH:4]=1.